From a dataset of Full USPTO retrosynthesis dataset with 1.9M reactions from patents (1976-2016). Predict the reactants needed to synthesize the given product. (1) Given the product [ClH:1].[Cl:1][C:2]1[CH:24]=[CH:23][C:5](/[CH:6]=[C:7]2\[C:8]3[CH:21]=[CH:20][CH:19]=[CH:18][C:9]=3[O:10][CH2:11][CH2:12][CH:13]\2[CH2:14][N:15]([CH3:17])[CH3:16])=[CH:4][CH:3]=1, predict the reactants needed to synthesize it. The reactants are: [Cl:1][C:2]1[CH:24]=[CH:23][C:5]([CH2:6][C:7]2(O)[CH:13]([CH2:14][N:15]([CH3:17])[CH3:16])[CH2:12][CH2:11][O:10][C:9]3[CH:18]=[CH:19][CH:20]=[CH:21][C:8]2=3)=[CH:4][CH:3]=1.CS(O)(=O)=O.N[C@H](C(O)=O)CCSC. (2) Given the product [CH2:1]([N:3]1[C:7]2[CH:8]=[CH:9][C:10]([N:12]3[CH:17]=[C:16]([C:18]([O:20][CH2:21][CH3:22])=[O:19])[C:15](=[O:23])[N:14]([CH2:26][C:27]4[CH:32]=[CH:31][CH:30]=[C:29]([C:33]([F:34])([F:35])[F:36])[C:28]=4[CH3:37])[C:13]3=[O:24])=[CH:11][C:6]=2[N:5]=[CH:4]1)[CH3:2], predict the reactants needed to synthesize it. The reactants are: [CH2:1]([N:3]1[C:7]2[CH:8]=[CH:9][C:10]([N:12]3[CH:17]=[C:16]([C:18]([O:20][CH2:21][CH3:22])=[O:19])[C:15](=[O:23])[NH:14][C:13]3=[O:24])=[CH:11][C:6]=2[N:5]=[CH:4]1)[CH3:2].Br[CH2:26][C:27]1[CH:32]=[CH:31][CH:30]=[C:29]([C:33]([F:36])([F:35])[F:34])[C:28]=1[CH3:37].C(=O)([O-])[O-].[K+].[K+].[I-].[K+]. (3) Given the product [ClH:24].[CH2:1]([CH:8]1[NH:9][CH2:10][CH2:11][CH2:12][N:13]([CH3:16])[C:14]1=[O:15])[C:2]1[CH:3]=[CH:4][CH:5]=[CH:6][CH:7]=1, predict the reactants needed to synthesize it. The reactants are: [CH2:1]([CH:8]1[C:14](=[O:15])[N:13]([CH3:16])[CH2:12][CH2:11][CH2:10][N:9]1C(OC(C)(C)C)=O)[C:2]1[CH:7]=[CH:6][CH:5]=[CH:4][CH:3]=1.[ClH:24]. (4) Given the product [N:20]1([CH2:25][C:26]2[CH:31]=[CH:30][C:29]([C:17]3[S:18][C:11]4[C:12](=[N:13][CH:14]=[CH:15][C:10]=4[O:9][C:8]4[CH:7]=[CH:6][C:4]([NH2:5])=[CH:3][C:2]=4[F:1])[CH:16]=3)=[CH:28][CH:27]=2)[CH:24]=[CH:23][CH:22]=[N:21]1, predict the reactants needed to synthesize it. The reactants are: [F:1][C:2]1[CH:3]=[C:4]([CH:6]=[CH:7][C:8]=1[O:9][C:10]1[CH:15]=[CH:14][N:13]=[C:12]2[CH:16]=[C:17](I)[S:18][C:11]=12)[NH2:5].[N:20]1([CH2:25][C:26]2[CH:31]=[CH:30][C:29](B(O)O)=[CH:28][CH:27]=2)[CH:24]=[CH:23][CH:22]=[N:21]1. (5) Given the product [Br:1][C:2]1[C:3]([NH:9][CH:10]2[CH2:15][CH2:14][N:13]([CH3:16])[CH2:12][CH2:11]2)=[CH:4][C:5]([NH:8][C:20]2[N:19]=[CH:18][C:23]([C:24]#[N:25])=[N:22][CH:21]=2)=[N:6][CH:7]=1, predict the reactants needed to synthesize it. The reactants are: [Br:1][C:2]1[C:3]([NH:9][CH:10]2[CH2:15][CH2:14][N:13]([CH3:16])[CH2:12][CH2:11]2)=[CH:4][C:5]([NH2:8])=[N:6][CH:7]=1.Br[C:18]1[C:23]([C:24]#[N:25])=[N:22][CH:21]=[CH:20][N:19]=1.C1C=CC(P(C2C(C3C(P(C4C=CC=CC=4)C4C=CC=CC=4)=CC=C4C=3C=CC=C4)=C3C(C=CC=C3)=CC=2)C2C=CC=CC=2)=CC=1.CC(C)([O-])C.[Na+].